From a dataset of Forward reaction prediction with 1.9M reactions from USPTO patents (1976-2016). Predict the product of the given reaction. (1) The product is: [CH:14]1([CH2:17][NH:18][C:19](=[O:30])[NH:20][C:21]2[CH:22]=[CH:23][C:24]([C:25]([N:4]3[CH2:5][CH2:6][N:1]([C:7]([O:9][C:10]([CH3:13])([CH3:12])[CH3:11])=[O:8])[CH2:2][CH2:3]3)=[O:26])=[CH:28][CH:29]=2)[CH2:16][CH2:15]1. Given the reactants [N:1]1([C:7]([O:9][C:10]([CH3:13])([CH3:12])[CH3:11])=[O:8])[CH2:6][CH2:5][NH:4][CH2:3][CH2:2]1.[CH:14]1([CH2:17][NH:18][C:19](=[O:30])[NH:20][C:21]2[CH:29]=[CH:28][C:24]([C:25](O)=[O:26])=[CH:23][CH:22]=2)[CH2:16][CH2:15]1.C(N(CC)CC)C.C(=O)([O-])O.[Na+], predict the reaction product. (2) The product is: [C:1]([O:5][C:6]([N:8]1[CH2:9][CH2:10][N:11]([C:14]2[CH:22]=[CH:21][CH:20]=[C:19]3[C:15]=2[C:16]([I:25])=[N:17][NH:18]3)[CH2:12][CH2:13]1)=[O:7])([CH3:4])([CH3:2])[CH3:3]. Given the reactants [C:1]([O:5][C:6]([N:8]1[CH2:13][CH2:12][N:11]([C:14]2[CH:22]=[CH:21][CH:20]=[C:19]3[C:15]=2[CH:16]=[N:17][NH:18]3)[CH2:10][CH2:9]1)=[O:7])([CH3:4])([CH3:3])[CH3:2].[OH-].[K+].[I:25]I, predict the reaction product.